Dataset: Full USPTO retrosynthesis dataset with 1.9M reactions from patents (1976-2016). Task: Predict the reactants needed to synthesize the given product. (1) Given the product [Cl:15][CH2:13][O:8][C:7](=[O:2])[CH:6]([CH2:10][CH2:11][CH3:12])[CH2:3][CH2:4][CH3:5], predict the reactants needed to synthesize it. The reactants are: C=[O:2].[CH2:3]([CH:6]([CH2:10][CH2:11][CH3:12])[C:7](Cl)=[O:8])[CH2:4][CH3:5].[CH2:13]([Cl:15])Cl. (2) Given the product [N+:8]([C:5]1[CH:6]=[CH:7][C:2]([N:11]2[CH2:16][CH2:15][CH:14]([OH:17])[CH2:13][CH2:12]2)=[CH:3][CH:4]=1)([O-:10])=[O:9], predict the reactants needed to synthesize it. The reactants are: F[C:2]1[CH:7]=[CH:6][C:5]([N+:8]([O-:10])=[O:9])=[CH:4][CH:3]=1.[NH:11]1[CH2:16][CH2:15][CH:14]([OH:17])[CH2:13][CH2:12]1.C([O-])([O-])=O.[K+].[K+].